Predict the reaction yield, written as a fraction of the theoretical maximum amount of product (1.0 means a 100% yield; for example, 0.34 means a 34% yield). From a dataset of Reaction yield outcomes from USPTO patents with 853,638 reactions. (1) The reactants are [O:1]1[C@H:3]2[CH2:4][C@@H:5]3[C@@H:21]([C@@:22]4([CH3:28])[CH2:23][CH2:24][C@H:25]([OH:27])[CH2:26][C:2]124)[CH2:20][CH2:19][C@@:18]1([CH3:29])[C@H:6]3[CH2:7][CH2:8][C@@H:9]1[C@H:10]([CH3:17])[CH2:11][CH2:12][CH2:13][CH:14]([CH3:16])[CH3:15].[NH2:30][CH2:31][CH2:32][CH2:33][CH2:34][NH:35][CH2:36][CH2:37][CH2:38][NH2:39].C(O)CCC. The catalyst is COC(C)(C)C. The product is [OH:1][C@:2]12[CH2:26][C@@H:25]([OH:27])[CH2:24][CH2:23][C@:22]1([CH3:28])[C@@H:21]1[C@H:5]([C@H:6]3[C@:18]([CH3:29])([CH2:19][CH2:20]1)[C@@H:9]([C@H:10]([CH3:17])[CH2:11][CH2:12][CH2:13][CH:14]([CH3:16])[CH3:15])[CH2:8][CH2:7]3)[CH2:4][C@H:3]2[NH:30][CH2:31][CH2:32][CH2:33][CH2:34][NH:35][CH2:36][CH2:37][CH2:38][NH2:39]. The yield is 0.500. (2) The reactants are [C:1](N1C=CN=C1)([N:3]1[CH:7]=[CH:6][N:5]=[CH:4]1)=[O:2].[N:13]1([CH2:19][CH2:20][OH:21])[CH2:18][CH2:17][O:16][CH2:15][CH2:14]1.CCOCC. The catalyst is C(Cl)Cl. The product is [N:3]1([C:1]([O:21][CH2:20][CH2:19][N:13]2[CH2:18][CH2:17][O:16][CH2:15][CH2:14]2)=[O:2])[CH:7]=[CH:6][N:5]=[CH:4]1. The yield is 0.700. (3) The reactants are C(N(CC)CC)C.Cl.[CH3:9][NH:10][CH2:11][C:12]1[CH:20]=[CH:19][CH:18]=[C:17]2[C:13]=1[CH2:14][N:15]([CH:22]1[CH2:27][CH2:26][C:25](=[O:28])[NH:24][C:23]1=[O:29])[C:16]2=[O:21].[C:30]([N:34]=[C:35]=[O:36])([CH3:33])([CH3:32])[CH3:31]. The catalyst is C1COCC1. The product is [C:30]([NH:34][C:35](=[O:36])[N:10]([CH2:11][C:12]1[CH:20]=[CH:19][CH:18]=[C:17]2[C:13]=1[CH2:14][N:15]([CH:22]1[CH2:27][CH2:26][C:25](=[O:28])[NH:24][C:23]1=[O:29])[C:16]2=[O:21])[CH3:9])([CH3:33])([CH3:32])[CH3:31]. The yield is 0.740. (4) The reactants are [CH3:1][N:2]1[C:10]2[CH:9]=[CH:8][C:7](=[O:11])[NH:6][C:5]=2[N:4]([CH2:12][C@H:13]2[CH2:18][CH2:17][C@H:16]([C:19]([OH:21])=[O:20])[CH2:15][CH2:14]2)[C:3]1=[O:22].[CH3:23]O. The catalyst is Cl. The product is [CH3:23][O:20][C:19]([C@H:16]1[CH2:15][CH2:14][C@H:13]([CH2:12][N:4]2[C:5]3[NH:6][C:7](=[O:11])[CH:8]=[CH:9][C:10]=3[N:2]([CH3:1])[C:3]2=[O:22])[CH2:18][CH2:17]1)=[O:21]. The yield is 0.990. (5) The catalyst is C1COCC1. The yield is 0.578. The product is [Cl:1][C:2]1[N:7]=[C:6]2[NH:8][C:9](=[O:43])[C@@:10]3([C@H:29]([CH2:30][C:31]([CH3:34])([CH3:32])[CH3:33])[N:13]4[CH2:14][N:15]([C:18]5[CH:26]=[CH:25][C:21]([C:22]([NH2:45])=[O:24])=[CH:20][C:19]=5[O:27][CH3:28])[C:16](=[O:17])[C@H:12]4[C@@H:11]3[C:35]3[CH:40]=[CH:39][CH:38]=[C:37]([Cl:41])[C:36]=3[F:42])[C:5]2=[CH:4][CH:3]=1. The reactants are [Cl:1][C:2]1[N:7]=[C:6]2[NH:8][C:9](=[O:43])[C@@:10]3([C@H:29]([CH2:30][C:31]([CH3:34])([CH3:33])[CH3:32])[N:13]4[CH2:14][N:15]([C:18]5[CH:26]=[CH:25][C:21]([C:22]([OH:24])=O)=[CH:20][C:19]=5[O:27][CH3:28])[C:16](=[O:17])[C@H:12]4[C@@H:11]3[C:35]3[CH:40]=[CH:39][CH:38]=[C:37]([Cl:41])[C:36]=3[F:42])[C:5]2=[CH:4][CH:3]=1.[OH-].[NH4+:45].